This data is from Forward reaction prediction with 1.9M reactions from USPTO patents (1976-2016). The task is: Predict the product of the given reaction. (1) Given the reactants [S:1]1[C:5]2[CH:6]=[CH:7][CH:8]=[CH:9][C:4]=2[C:3]([N:10]2[CH2:15][CH2:14][N:13]([CH2:16][CH2:17][C:18]3[CH:23]=[CH:22][C:21]([NH2:24])=[C:20]([CH3:25])[CH:19]=3)[CH2:12][CH2:11]2)=[N:2]1.[CH3:26][CH:27]=[CH:28][C:29](Cl)=[O:30], predict the reaction product. The product is: [S:1]1[C:5]2[CH:6]=[CH:7][CH:8]=[CH:9][C:4]=2[C:3]([N:10]2[CH2:11][CH2:12][N:13]([CH2:16][CH2:17][C:18]3[CH:23]=[CH:22][C:21]([NH:24][C:29](=[O:30])[CH:28]=[CH:27][CH3:26])=[C:20]([CH3:25])[CH:19]=3)[CH2:14][CH2:15]2)=[N:2]1. (2) Given the reactants [CH2:1]([NH:5][C:6]1[N:14]=[C:13]2[C:9]([N:10]=[C:11]([O:24]C)[N:12]2[CH2:15][CH:16]2[CH2:21][CH2:20][CH2:19][N:18]([CH2:22][CH3:23])[CH2:17]2)=[C:8]([NH2:26])[N:7]=1)[CH2:2][CH2:3][CH3:4].Cl, predict the reaction product. The product is: [NH2:26][C:8]1[N:7]=[C:6]([NH:5][CH2:1][CH2:2][CH2:3][CH3:4])[N:14]=[C:13]2[C:9]=1[NH:10][C:11](=[O:24])[N:12]2[CH2:15][CH:16]1[CH2:21][CH2:20][CH2:19][N:18]([CH2:22][CH3:23])[CH2:17]1.